This data is from Experimentally validated miRNA-target interactions with 360,000+ pairs, plus equal number of negative samples. The task is: Binary Classification. Given a miRNA mature sequence and a target amino acid sequence, predict their likelihood of interaction. The miRNA is mmu-miR-431-5p with sequence UGUCUUGCAGGCCGUCAUGCA. The protein sequence of the target gene is MAEGRGSRERPDVETQKTELGALMGTTLQRGAQWYLIDSRWFKQWKKYVGFDSWDMYNVGEHNLFPGPIDNSGLFSDPESQTLKEHLIDELDYVLVPAEAWNKLLNWYGCVEGQQPIVRKVVEHGLFVKHCKVEVYLLELKLCENSDPTNVLSCHFSKADTIATIEKEMRKLFNIPAERETRLWNKYMSNTYEQLSKLDNTIQDAGLYQGQVLVIEPQNEDGTWPRQSLQSKSSTAPSRNFTTSSKPSASPYCSVSASLIANGDSTNSSGMHSSGVSRGGSGFSASYNCQEPPSPHIQPG.... Result: 0 (no interaction).